From a dataset of Full USPTO retrosynthesis dataset with 1.9M reactions from patents (1976-2016). Predict the reactants needed to synthesize the given product. (1) Given the product [N+:10]([C:3]1[CH:4]=[C:5]([C:7](=[O:9])[CH3:8])[S:6][C:2]=1[S:23][C:15]1[C:14]([F:13])=[C:19]([F:20])[CH:18]=[C:17]([F:21])[C:16]=1[F:22])([O-:12])=[O:11], predict the reactants needed to synthesize it. The reactants are: Cl[C:2]1[S:6][C:5]([C:7](=[O:9])[CH3:8])=[CH:4][C:3]=1[N+:10]([O-:12])=[O:11].[F:13][C:14]1[C:19]([F:20])=[CH:18][C:17]([F:21])=[C:16]([F:22])[C:15]=1[SH:23]. (2) The reactants are: C([NH:5][S:6]([C:9]1[C:10]([CH:38]([F:40])[F:39])=[N:11][CH:12]=[C:13]([C:15]2[N:20]=[C:19]([NH:21][CH2:22][C:23]3[CH:28]=[CH:27][CH:26]=[CH:25][N:24]=3)[C:18]3=[C:29]([C:32]4[CH:37]=[CH:36][CH:35]=[CH:34][CH:33]=4)[CH:30]=[CH:31][N:17]3[N:16]=2)[CH:14]=1)(=[O:8])=[O:7])(C)(C)C.C(O)(C(F)(F)F)=O. Given the product [F:40][CH:38]([F:39])[C:10]1[C:9]([S:6]([NH2:5])(=[O:7])=[O:8])=[CH:14][C:13]([C:15]2[N:20]=[C:19]([NH:21][CH2:22][C:23]3[CH:28]=[CH:27][CH:26]=[CH:25][N:24]=3)[C:18]3=[C:29]([C:32]4[CH:33]=[CH:34][CH:35]=[CH:36][CH:37]=4)[CH:30]=[CH:31][N:17]3[N:16]=2)=[CH:12][N:11]=1, predict the reactants needed to synthesize it. (3) Given the product [CH3:1][C:2]([C:6]1[CH:7]=[CH:8][C:9]([S:12]([N:15]2[CH2:16][CH2:17][CH:18]([NH:31][CH2:30][CH:29]([C:24]3[CH:25]=[C:26]([OH:28])[CH:27]=[CH:22][CH:23]=3)[OH:32])[CH2:19][CH2:20]2)(=[O:13])=[O:14])=[CH:10][CH:11]=1)([CH3:5])[CH2:3][CH3:4], predict the reactants needed to synthesize it. The reactants are: [CH3:1][C:2]([C:6]1[CH:11]=[CH:10][C:9]([S:12]([N:15]2[CH2:20][CH2:19][C:18](=O)[CH2:17][CH2:16]2)(=[O:14])=[O:13])=[CH:8][CH:7]=1)([CH3:5])[CH2:3][CH3:4].[CH:22]1[CH:27]=[C:26]([OH:28])[CH:25]=[C:24]([CH:29]([OH:32])[CH2:30][NH2:31])[CH:23]=1. (4) Given the product [CH2:20]([C:17]1[CH:18]=[CH:19][C:14]([CH2:13][CH2:12][O:11][C:8]2[CH:7]=[CH:6][C:5]([C:4]([OH:22])=[O:3])=[CH:10][CH:9]=2)=[N:15][CH:16]=1)[CH3:21], predict the reactants needed to synthesize it. The reactants are: C([O:3][C:4](=[O:22])[C:5]1[CH:10]=[CH:9][C:8]([O:11][CH2:12][CH2:13][C:14]2[CH:19]=[CH:18][C:17]([CH2:20][CH3:21])=[CH:16][N:15]=2)=[CH:7][CH:6]=1)C.[OH-].[Na+].